Dataset: Plasma protein binding rate (PPBR) regression data from AstraZeneca. Task: Regression/Classification. Given a drug SMILES string, predict its absorption, distribution, metabolism, or excretion properties. Task type varies by dataset: regression for continuous measurements (e.g., permeability, clearance, half-life) or binary classification for categorical outcomes (e.g., BBB penetration, CYP inhibition). For this dataset (ppbr_az), we predict Y. (1) The drug is C[C@H](Nc1ncc(F)c(Nc2cc(N(C)C)[nH]n2)n1)c1ncc(F)cn1. The Y is 78.0 %. (2) The molecule is Cc1nc2ccc(NS(=O)(=O)c3ccc4c(c3)OCCO4)cc2s1. The Y is 99.7 %. (3) The Y is 99.7 %. The drug is O=C(Nc1ccc([N+](=O)[O-])cc1O)Nc1ccccc1Br. (4) The molecule is COc1cc(OC)c(S(=O)(=O)N2c3ccccc3Oc3ccccc32)cc1NC(=O)CCC(=O)O. The Y is 97.6 %. (5) The drug is CO[C@H]1CC[C@]2(CC1)Cc1ccc(-c3cncc(Br)c3)cc1C21N=C(C)C(N)=N1. The Y is 86.0 %.